Dataset: Catalyst prediction with 721,799 reactions and 888 catalyst types from USPTO. Task: Predict which catalyst facilitates the given reaction. (1) Reactant: [C:1]([C:5]1[N:6]=[C:7]([NH:10][C:11]([C:13]2[CH:48]=[CH:47][N:16]3[C:17](=[O:46])[C:18](/[CH:37]=[CH:38]/[C:39]([O:41]C(C)(C)C)=[O:40])=[C:19]([N:21]4[CH2:26][CH2:25][CH2:24][C@@H:23]([O:27][C:28]([NH:30][CH2:31][CH2:32][CH2:33][N:34]([CH3:36])[CH3:35])=[O:29])[CH2:22]4)[N:20]=[C:15]3[CH:14]=2)=[O:12])[S:8][CH:9]=1)([CH3:4])([CH3:3])[CH3:2].Cl. Product: [C:1]([C:5]1[N:6]=[C:7]([NH:10][C:11]([C:13]2[CH:48]=[CH:47][N:16]3[C:17](=[O:46])[C:18](/[CH:37]=[CH:38]/[C:39]([OH:41])=[O:40])=[C:19]([N:21]4[CH2:26][CH2:25][CH2:24][C@@H:23]([O:27][C:28]([NH:30][CH2:31][CH2:32][CH2:33][N:34]([CH3:35])[CH3:36])=[O:29])[CH2:22]4)[N:20]=[C:15]3[CH:14]=2)=[O:12])[S:8][CH:9]=1)([CH3:4])([CH3:2])[CH3:3]. The catalyst class is: 12. (2) Reactant: [CH3:1][C:2]1[C:10]2[C:9]([C:11]([OH:13])=O)=[CH:8][C:7]([CH3:14])=[N:6][C:5]=2[N:4]([C:15]2[CH:20]=[CH:19][CH:18]=[CH:17][CH:16]=2)[N:3]=1.COC1C=CN=C(C)C=1N.[CH3:31][O:32][C:33]1[CH:38]=[C:37]([CH3:39])[N:36]=[CH:35][C:34]=1[NH2:40].CCN(C(C)C)C(C)C.CN(C(ON1N=NC2C=CC=NC1=2)=[N+](C)C)C.F[P-](F)(F)(F)(F)F. Product: [CH3:31][O:32][C:33]1[CH:38]=[C:37]([CH3:39])[N:36]=[CH:35][C:34]=1[NH:40][C:11]([C:9]1[C:10]2[C:2]([CH3:1])=[N:3][N:4]([C:15]3[CH:20]=[CH:19][CH:18]=[CH:17][CH:16]=3)[C:5]=2[N:6]=[C:7]([CH3:14])[CH:8]=1)=[O:13]. The catalyst class is: 3. (3) Reactant: [CH3:1][O:2][C:3](=[O:29])[C:4]1[C:9]([N+:10]([O-:12])=[O:11])=[CH:8][CH:7]=[CH:6][C:5]=1[CH2:13][N:14](C(OC(C)(C)C)=O)[C:15]([O:17][C:18]([CH3:21])([CH3:20])[CH3:19])=[O:16].FC(F)(F)C(O)=O.C(=O)(O)[O-].[Na+]. Product: [CH3:1][O:2][C:3](=[O:29])[C:4]1[C:9]([N+:10]([O-:12])=[O:11])=[CH:8][CH:7]=[CH:6][C:5]=1[CH2:13][NH:14][C:15]([O:17][C:18]([CH3:20])([CH3:19])[CH3:21])=[O:16]. The catalyst class is: 2. (4) Reactant: C1(C)C=CC(S(O)(=O)=O)=CC=1.C1(C)C=CC(S(O)(=O)=O)=CC=1.[OH:23][CH2:24][CH:25]([CH2:27][OH:28])[OH:26].[C:29]([OH:41])(=[O:40])[CH2:30][C:31]([CH2:36][C:37]([OH:39])=[O:38])([C:33]([OH:35])=[O:34])[OH:32]. Product: [OH:23][CH2:24][CH:25]([CH2:27][OH:28])[OH:26].[C:29]([O-:41])(=[O:40])[CH2:30][C:31]([CH2:36][C:37]([O-:39])=[O:38])([C:33]([O-:35])=[O:34])[OH:32]. The catalyst class is: 610. (5) The catalyst class is: 5. Reactant: C(OC([N:8]1[CH2:11][C:10]2([CH2:14][CH:13]([NH:15][C:16]3[C:21]([C:22]4[CH:27]=[CH:26][C:25]([O:28][C:29]5[CH:34]=[CH:33][CH:32]=[CH:31][CH:30]=5)=[CH:24][CH:23]=4)=[C:20]([NH2:35])[N:19]=[CH:18][N:17]=3)[CH2:12]2)[CH2:9]1)=O)(C)(C)C.Cl. Product: [O:28]([C:25]1[CH:24]=[CH:23][C:22]([C:21]2[C:16]([NH:15][CH:13]3[CH2:14][C:10]4([CH2:9][NH:8][CH2:11]4)[CH2:12]3)=[N:17][CH:18]=[N:19][C:20]=2[NH2:35])=[CH:27][CH:26]=1)[C:29]1[CH:30]=[CH:31][CH:32]=[CH:33][CH:34]=1. (6) Product: [C:1]([C:3]1[CH:4]=[CH:5][C:6]([C@@H:13]2[C:18]([C:19]#[N:20])=[C:17]([CH3:21])[N:16]([C:22]3[CH:27]=[CH:26][CH:25]=[C:24]([C:28]([F:30])([F:31])[F:29])[CH:23]=3)[C:15](=[O:32])[N:14]2[CH3:33])=[C:7]([SH:9])[CH:8]=1)#[N:2]. Reactant: [C:1]([C:3]1[CH:4]=[CH:5][C:6]([C@@H:13]2[C:18]([C:19]#[N:20])=[C:17]([CH3:21])[N:16]([C:22]3[CH:27]=[CH:26][CH:25]=[C:24]([C:28]([F:31])([F:30])[F:29])[CH:23]=3)[C:15](=[O:32])[N:14]2[CH3:33])=[C:7]([S:9](Cl)(=O)=O)[CH:8]=1)#[N:2]. The catalyst class is: 4.